From a dataset of NCI-60 drug combinations with 297,098 pairs across 59 cell lines. Regression. Given two drug SMILES strings and cell line genomic features, predict the synergy score measuring deviation from expected non-interaction effect. Drug 1: CC1=C2C(C(=O)C3(C(CC4C(C3C(C(C2(C)C)(CC1OC(=O)C(C(C5=CC=CC=C5)NC(=O)C6=CC=CC=C6)O)O)OC(=O)C7=CC=CC=C7)(CO4)OC(=O)C)O)C)OC(=O)C. Drug 2: C1=CC=C(C=C1)NC(=O)CCCCCCC(=O)NO. Cell line: OVCAR-4. Synergy scores: CSS=24.4, Synergy_ZIP=-8.21, Synergy_Bliss=-5.58, Synergy_Loewe=-15.6, Synergy_HSA=-4.34.